Predict the reactants needed to synthesize the given product. From a dataset of Full USPTO retrosynthesis dataset with 1.9M reactions from patents (1976-2016). (1) Given the product [C:16]([O:15][C:14]([NH:13][C@H:9]1[CH2:10][CH2:11][CH2:12][N:7]([C:6]2[S:5][N:4]=[CH:3][C:2]=2[NH:1][C:38]([C:30]2[C:31]3=[N:32][CH:33]=[CH:34][CH:35]=[C:36]3[S:37][C:29]=2[NH:28][C:26](=[O:27])[O:25][C:21]([CH3:23])([CH3:22])[CH3:24])=[O:39])[CH2:8]1)=[O:20])([CH3:17])([CH3:19])[CH3:18], predict the reactants needed to synthesize it. The reactants are: [NH2:1][C:2]1[CH:3]=[N:4][S:5][C:6]=1[N:7]1[CH2:12][CH2:11][CH2:10][C@H:9]([NH:13][C:14](=[O:20])[O:15][C:16]([CH3:19])([CH3:18])[CH3:17])[CH2:8]1.[C:21]([O:25][C:26]([NH:28][C:29]1[S:37][C:36]2[C:31](=[N:32][CH:33]=[CH:34][CH:35]=2)[C:30]=1[C:38](O)=[O:39])=[O:27])([CH3:24])([CH3:23])[CH3:22].CN(C(ON1N=NC2C=CC=NC1=2)=[N+](C)C)C.F[P-](F)(F)(F)(F)F.CCN(C(C)C)C(C)C. (2) Given the product [C:8]12([NH:18][CH2:6][C:3]3[CH:4]=[CH:5][O:1][CH:2]=3)[CH2:15][CH:14]3[CH2:13][CH:12]([CH2:11][CH:10]([CH2:16]3)[CH2:9]1)[CH2:17]2, predict the reactants needed to synthesize it. The reactants are: [O:1]1[CH:5]=[CH:4][C:3]([CH:6]=O)=[CH:2]1.[C:8]12([NH2:18])[CH2:17][CH:12]3[CH2:13][CH:14]([CH2:16][CH:10]([CH2:11]3)[CH2:9]1)[CH2:15]2. (3) Given the product [CH3:1][O:2][C:3]1[CH:4]=[C:5]([N:9]2[CH2:14][CH2:13][N:12]([CH2:16][C:17]#[N:18])[CH2:11][CH2:10]2)[CH:6]=[CH:7][CH:8]=1, predict the reactants needed to synthesize it. The reactants are: [CH3:1][O:2][C:3]1[CH:4]=[C:5]([N:9]2[CH2:14][CH2:13][NH:12][CH2:11][CH2:10]2)[CH:6]=[CH:7][CH:8]=1.Br[CH2:16][C:17]#[N:18]. (4) Given the product [Br:1][CH2:2][CH2:3][CH2:4][CH2:5][CH2:6][CH2:7][CH2:8][CH2:9][O:10][C:11]1[CH:12]=[CH:13][C:14]([C:18]([CH3:21])([CH3:20])[CH3:19])=[CH:15][CH:16]=1, predict the reactants needed to synthesize it. The reactants are: [Br:1][CH2:2][CH2:3][CH2:4][CH2:5][CH2:6][CH2:7][CH2:8][CH2:9][O:10][C:11]1[CH:16]=[CH:15][CH:14]=[C:13](C)[CH:12]=1.[C:18](C1C=CC(O)=CC=1)([CH3:21])([CH3:20])[CH3:19].BrCCCCCCCCBr.C([O-])([O-])=O.[K+].[K+].